From a dataset of Forward reaction prediction with 1.9M reactions from USPTO patents (1976-2016). Predict the product of the given reaction. Given the reactants [Si](OS(C(F)(F)F)(=O)=O)(C)(C)C.[OH:13][C:14]1[CH:19]=[CH:18][C:17]([N+:20]([O-:22])=[O:21])=[CH:16][N:15]=1.C(O[CH:27]1[O:35][C@H:34]([CH2:36][O:37][C:38]([O:40][CH3:41])=[O:39])[CH2:33][C@H:28]1[O:29][C:30](=[O:32])[CH3:31])(=O)C.C([O-])(O)=O.[Na+], predict the reaction product. The product is: [C:30]([O:29][C@@H:28]1[CH2:33][C@@H:34]([CH2:36][O:37][C:38]([O:40][CH3:41])=[O:39])[O:35][C@H:27]1[N:15]1[CH:16]=[C:17]([N+:20]([O-:22])=[O:21])[CH:18]=[CH:19][C:14]1=[O:13])(=[O:32])[CH3:31].